From a dataset of Forward reaction prediction with 1.9M reactions from USPTO patents (1976-2016). Predict the product of the given reaction. Given the reactants [Br:1][CH2:2][C:3]([C:5]1[CH:14]=[CH:13][C:12]2[C:7](=[CH:8][CH:9]=[CH:10][CH:11]=2)[CH:6]=1)=O.[NH:15]1[CH2:19][CH2:18][NH:17][C:16]1=[S:20].CC(O)=O, predict the reaction product. The product is: [BrH:1].[CH:6]1[C:7]2[C:12](=[CH:11][CH:10]=[CH:9][CH:8]=2)[CH:13]=[CH:14][C:5]=1[C:3]1[N:17]2[CH2:18][CH2:19][N:15]=[C:16]2[S:20][CH:2]=1.